From a dataset of Forward reaction prediction with 1.9M reactions from USPTO patents (1976-2016). Predict the product of the given reaction. Given the reactants [NH:1]1[C:9]2[C:4](=[CH:5][CH:6]=[CH:7][CH:8]=2)[CH:3]=[CH:2]1.[H-].[Na+].[Na]N1C2C(=CC=CC=2)C=C1.[CH3:22][Si:23](Cl)([CH3:28])[C:24]([CH3:27])([CH3:26])[CH3:25], predict the reaction product. The product is: [CH3:22][Si:23]([CH3:28])([C:24]([CH3:27])([CH3:26])[CH3:25])[N:1]1[C:9]2[C:4](=[CH:5][CH:6]=[CH:7][CH:8]=2)[CH:3]=[CH:2]1.